Dataset: Forward reaction prediction with 1.9M reactions from USPTO patents (1976-2016). Task: Predict the product of the given reaction. (1) Given the reactants [OH:1][NH:2][C:3]([C:5]1[CH:13]=[CH:12][C:11]2[NH:10][C:9]3[CH:14]([CH2:17][C:18]([O:20][CH2:21][CH3:22])=[O:19])[CH2:15][CH2:16][C:8]=3[C:7]=2[CH:6]=1)=[NH:4].[Br:23][C:24]1[CH:25]=[C:26]([CH:30]=[C:31]([C:33]([F:36])([F:35])[F:34])[CH:32]=1)[C:27](Cl)=O, predict the reaction product. The product is: [Br:23][C:24]1[CH:25]=[C:26]([C:27]2[O:1][N:2]=[C:3]([C:5]3[CH:13]=[CH:12][C:11]4[NH:10][C:9]5[CH:14]([CH2:17][C:18]([O:20][CH2:21][CH3:22])=[O:19])[CH2:15][CH2:16][C:8]=5[C:7]=4[CH:6]=3)[N:4]=2)[CH:30]=[C:31]([C:33]([F:34])([F:35])[F:36])[CH:32]=1. (2) Given the reactants [OH:1][C:2]1[CH:3]=[C:4]([C:8]23[CH2:15][CH2:14][C:11]([CH2:16][CH2:17][O:18][CH2:19][C:20]([O:22]C(C)(C)C)=[O:21])([CH2:12][CH2:13]2)[CH2:10][O:9]3)[CH:5]=[CH:6][CH:7]=1.[C:27]([C:29]1[CH:30]=[C:31](B(O)O)[CH:32]=[CH:33][CH:34]=1)#[N:28].N1C=CC=CC=1.CC1C=CC(S(OCC23CCC(C4SC(C)=NC=4C4C=CC=CC=4)(CC2)OC3)(=O)=O)=CC=1, predict the reaction product. The product is: [C:27]([C:29]1[CH:34]=[C:33]([CH:32]=[CH:31][CH:30]=1)[O:1][C:2]1[CH:3]=[C:4]([C:8]23[CH2:15][CH2:14][C:11]([CH2:16][CH2:17][O:18][CH2:19][C:20]([OH:22])=[O:21])([CH2:12][CH2:13]2)[CH2:10][O:9]3)[CH:5]=[CH:6][CH:7]=1)#[N:28]. (3) Given the reactants C(N)(=O)C1C(=CC=CC=1)C(N)=O.[CH2:13]([N:20]1[C:25](=[O:26])[C:24]2[CH:27]=[N:28][CH:29]=[CH:30][C:23]=2[N:22]=[C:21]1[CH:31]([N:35]([CH2:45][CH2:46][CH2:47][N:48]1C(=O)C2C(=CC=CC=2)C1=O)[C:36](=[O:44])[C:37]1[CH:42]=[CH:41][C:40]([CH3:43])=[CH:39][CH:38]=1)[CH:32]([CH3:34])[CH3:33])[C:14]1[CH:19]=[CH:18][CH:17]=[CH:16][CH:15]=1.NN, predict the reaction product. The product is: [NH2:48][CH2:47][CH2:46][CH2:45][N:35]([C@@H:31]([C:21]1[N:20]([CH2:13][C:14]2[CH:19]=[CH:18][CH:17]=[CH:16][CH:15]=2)[C:25](=[O:26])[C:24]2[CH:27]=[N:28][CH:29]=[CH:30][C:23]=2[N:22]=1)[CH:32]([CH3:34])[CH3:33])[C:36](=[O:44])[C:37]1[CH:42]=[CH:41][C:40]([CH3:43])=[CH:39][CH:38]=1.[NH2:48][CH2:47][CH2:46][CH2:45][N:35]([CH:31]([C:21]1[N:20]([CH2:13][C:14]2[CH:19]=[CH:18][CH:17]=[CH:16][CH:15]=2)[C:25](=[O:26])[C:24]2[CH:27]=[N:28][CH:29]=[CH:30][C:23]=2[N:22]=1)[CH:32]([CH3:34])[CH3:33])[C:36](=[O:44])[C:37]1[CH:42]=[CH:41][C:40]([CH3:43])=[CH:39][CH:38]=1. (4) Given the reactants [Cl:1][C:2]1[CH:7]=[C:6]([CH2:8]O)[CH:5]=[CH:4][N:3]=1.S(Br)([Br:12])=O, predict the reaction product. The product is: [Br:12][CH2:8][C:6]1[CH:5]=[CH:4][N:3]=[C:2]([Cl:1])[CH:7]=1. (5) Given the reactants [CH2:1](Br)[C:2]1[CH:7]=[CH:6][CH:5]=[CH:4][CH:3]=1.C(=O)([O-])[O-].[Cs+].[Cs+].[OH:15][NH:16][C:17]1[CH:27]=[CH:26][CH:25]=[CH:24][C:18]=1[C:19]([O:21][CH2:22][CH3:23])=[O:20], predict the reaction product. The product is: [CH2:1]([O:15][NH:16][C:17]1[CH:27]=[CH:26][CH:25]=[CH:24][C:18]=1[C:19]([O:21][CH2:22][CH3:23])=[O:20])[C:2]1[CH:7]=[CH:6][CH:5]=[CH:4][CH:3]=1.